Predict which catalyst facilitates the given reaction. From a dataset of Catalyst prediction with 721,799 reactions and 888 catalyst types from USPTO. (1) Reactant: [CH3:1][N:2]1[CH2:7][CH2:6][CH:5]([O:8][C:9]2[CH:10]=[C:11]([CH:30]=[CH:31][CH:32]=2)[CH2:12][NH:13][C:14]([C:16]2[CH:21]=[CH:20][C:19]([C:22]3[CH:27]=[CH:26][C:25]([O:28][CH3:29])=[CH:24][CH:23]=3)=[CH:18][CH:17]=2)=[O:15])[CH2:4][CH2:3]1.[H-].[Na+].[CH3:35]I. Product: [CH3:35][N:13]([CH2:12][C:11]1[CH:30]=[CH:31][CH:32]=[C:9]([O:8][CH:5]2[CH2:4][CH2:3][N:2]([CH3:1])[CH2:7][CH2:6]2)[CH:10]=1)[C:14]([C:16]1[CH:21]=[CH:20][C:19]([C:22]2[CH:23]=[CH:24][C:25]([O:28][CH3:29])=[CH:26][CH:27]=2)=[CH:18][CH:17]=1)=[O:15]. The catalyst class is: 3. (2) Reactant: [H-].[Na+].C1OCCOCCOCCOCCOC1.[F:18][C:19]1[C:20]([CH2:31][N:32]([CH3:40])[C:33](=[O:39])[O:34][C:35]([CH3:38])([CH3:37])[CH3:36])=[CH:21][NH:22][C:23]=1[C:24]1[C:25]([F:30])=[N:26][CH:27]=[CH:28][CH:29]=1.[C:41]([C:43]1[CH:48]=[CH:47][CH:46]=[CH:45][C:44]=1[S:49](Cl)(=[O:51])=[O:50])#[N:42]. Product: [C:41]([C:43]1[CH:48]=[CH:47][CH:46]=[CH:45][C:44]=1[S:49]([N:22]1[C:23]([C:24]2[C:25]([F:30])=[N:26][CH:27]=[CH:28][CH:29]=2)=[C:19]([F:18])[C:20]([CH2:31][N:32]([CH3:40])[C:33](=[O:39])[O:34][C:35]([CH3:36])([CH3:37])[CH3:38])=[CH:21]1)(=[O:51])=[O:50])#[N:42]. The catalyst class is: 30. (3) Reactant: [CH3:1][C:2]1[N:10]([C:11]([C:13]2[CH:14]=[CH:15][C:16]([Cl:19])=[CH:17][CH:18]=2)=[O:12])[C:9]2[CH:8]=[CH:7][C:6]([O:20][CH3:21])=[CH:5][C:4]=2[C:3]=1[CH2:22][C:23]([OH:25])=[O:24].C([O-])(O)=O.[Na+].[C:31]([O:35][C:36](=[O:39])[CH2:37]Br)([CH3:34])([CH3:33])[CH3:32]. Product: [Cl:19][C:16]1[CH:15]=[CH:14][C:13]([C:11]([N:10]2[C:9]3[C:4](=[CH:5][C:6]([O:20][CH3:21])=[CH:7][CH:8]=3)[C:3]([CH2:22][C:23]([O:25][CH2:37][C:36]([O:35][C:31]([CH3:34])([CH3:33])[CH3:32])=[O:39])=[O:24])=[C:2]2[CH3:1])=[O:12])=[CH:18][CH:17]=1. The catalyst class is: 3. (4) The catalyst class is: 2. Reactant: CC(CC(O)=O)=O.N=O.CC1(C)CCCC(C)(C)N1.[CH3:20][O:21][C:22]1[C:23]([O:55][CH3:56])=[CH:24][C:25]2[N:31]([C:32]([O:34][CH2:35][C:36]([Cl:39])([Cl:38])[Cl:37])=[O:33])[C@H:30]([CH2:40][O:41][Si:42]([C:45]([CH3:48])([CH3:47])[CH3:46])([CH3:44])[CH3:43])[C@@H:29]3[CH2:49][C@@H:50]([OH:52])[CH2:51][N:28]3[C:27](=[O:53])[C:26]=2[CH:54]=1. Product: [CH3:20][O:21][C:22]1[C:23]([O:55][CH3:56])=[CH:24][C:25]2[N:31]([C:32]([O:34][CH2:35][C:36]([Cl:39])([Cl:37])[Cl:38])=[O:33])[C@H:30]([CH2:40][O:41][Si:42]([C:45]([CH3:48])([CH3:47])[CH3:46])([CH3:44])[CH3:43])[C@@H:29]3[CH2:49][C:50](=[O:52])[CH2:51][N:28]3[C:27](=[O:53])[C:26]=2[CH:54]=1. (5) Reactant: [CH2:1]([O:3][C:4](=[O:18])[CH2:5][S:6][C:7]1[C:12]([C:13]#[N:14])=[C:11]([Cl:15])[N:10]=[C:9]([S:16][CH3:17])[N:8]=1)[CH3:2].C(N(C(C)C)CC)(C)C.C(OCC)(=O)C. Product: [CH2:1]([O:3][C:4]([C:5]1[S:6][C:7]2[N:8]=[C:9]([S:16][CH3:17])[N:10]=[C:11]([Cl:15])[C:12]=2[C:13]=1[NH2:14])=[O:18])[CH3:2]. The catalyst class is: 11. (6) Reactant: C([O:8][C:9]1[CH:36]=[CH:35][C:12]([CH2:13][N:14]([CH2:27][CH2:28][C:29]2[CH:34]=[CH:33][CH:32]=[CH:31][N:30]=2)[C:15](=[O:26])[CH2:16][CH2:17][CH2:18][CH2:19][C:20]2[CH:25]=[CH:24][CH:23]=[CH:22][CH:21]=2)=[CH:11][C:10]=1[O:37][CH3:38])C1C=CC=CC=1. Product: [OH:8][C:9]1[CH:36]=[CH:35][C:12]([CH2:13][N:14]([CH2:27][CH2:28][C:29]2[CH:34]=[CH:33][CH:32]=[CH:31][N:30]=2)[C:15](=[O:26])[CH2:16][CH2:17][CH2:18][CH2:19][C:20]2[CH:25]=[CH:24][CH:23]=[CH:22][CH:21]=2)=[CH:11][C:10]=1[O:37][CH3:38]. The catalyst class is: 19. (7) Product: [Si:1]([O:8][C:9]1[CH:10]=[CH:11][C:12]2[CH:18]([CH:19]=[CH2:20])[CH:17]([C:31]3[CH:32]=[CH:33][C:34]([O:37][Si:38]([C:41]([CH3:44])([CH3:43])[CH3:42])([CH3:40])[CH3:39])=[CH:35][CH:36]=3)[CH2:16][CH2:15][CH2:14][C:13]=2[CH:45]=1)([C:4]([CH3:7])([CH3:6])[CH3:5])([CH3:3])[CH3:2]. The catalyst class is: 4. Reactant: [Si:1]([O:8][C:9]1[CH:10]=[CH:11][C:12]2[CH:18]([CH2:19][CH2:20][Se]C3C=CC=CC=3[N+]([O-])=O)[CH:17]([C:31]3[CH:36]=[CH:35][C:34]([O:37][Si:38]([C:41]([CH3:44])([CH3:43])[CH3:42])([CH3:40])[CH3:39])=[CH:33][CH:32]=3)[CH2:16][CH2:15][CH2:14][C:13]=2[CH:45]=1)([C:4]([CH3:7])([CH3:6])[CH3:5])([CH3:3])[CH3:2].C(=O)([O-])[O-].[Ca+2].ClC1C=CC=C(C(OO)=O)C=1. (8) Reactant: [CH3:1][O:2][C:3]1[CH:8]=[CH:7][CH:6]=[CH:5][C:4]=1[C:9]1[C:13]([C:14]([OH:16])=O)=[C:12]([CH3:17])[O:11][N:10]=1.[NH2:18][C:19]1[CH:26]=[C:25]([N:27]2[CH2:32][CH2:31][NH:30][CH2:29][CH2:28]2)[C:24]([Cl:33])=[CH:23][C:20]=1[C:21]#[N:22].C(O)(C(F)(F)F)=O.C(Cl)CCl. Product: [NH2:18][C:19]1[CH:26]=[C:25]([N:27]2[CH2:28][CH2:29][N:30]([C:14]([C:13]3[C:9]([C:4]4[CH:5]=[CH:6][CH:7]=[CH:8][C:3]=4[O:2][CH3:1])=[N:10][O:11][C:12]=3[CH3:17])=[O:16])[CH2:31][CH2:32]2)[C:24]([Cl:33])=[CH:23][C:20]=1[C:21]#[N:22]. The catalyst class is: 79. (9) Reactant: [H-].[Na+].[CH3:3][C:4]1[CH:9]=[C:8]([CH3:10])[CH:7]=[C:6]([CH3:11])[C:5]=1[OH:12].[Cl:13][C:14]1[N:15]=[C:16](Cl)[C:17]2[S:22][CH:21]=[C:20]([CH3:23])[C:18]=2[N:19]=1. Product: [Cl:13][C:14]1[N:15]=[C:16]([O:12][C:5]2[C:6]([CH3:11])=[CH:7][C:8]([CH3:10])=[CH:9][C:4]=2[CH3:3])[C:17]2[S:22][CH:21]=[C:20]([CH3:23])[C:18]=2[N:19]=1. The catalyst class is: 20. (10) Reactant: [C:1]([OH:5])([CH3:4])([CH3:3])[CH3:2].[C:6](Cl)(Cl)=[O:7].[NH2:10][C:11]1[CH:16]=[CH:15][CH:14]=[C:13]([CH3:17])[N:12]=1.C(N(CC)CC)C.[OH-].[Na+]. Product: [C:1]([O:5][C:6](=[O:7])[NH:10][C:11]1[CH:16]=[CH:15][CH:14]=[C:13]([CH3:17])[N:12]=1)([CH3:4])([CH3:3])[CH3:2]. The catalyst class is: 408.